From a dataset of Forward reaction prediction with 1.9M reactions from USPTO patents (1976-2016). Predict the product of the given reaction. (1) Given the reactants Cl[C:2]1[C:7]([C:8]2[CH:13]=[CH:12][N:11]=[C:10]([NH:14][CH3:15])[N:9]=2)=[CH:6][CH:5]=[CH:4][N:3]=1.[I:16][C:17]1[CH:22]=[CH:21][C:20]([OH:23])=[CH:19][CH:18]=1.C(=O)([O-])[O-].[Cs+].[Cs+].CS(C)=O, predict the reaction product. The product is: [I:16][C:17]1[CH:22]=[CH:21][C:20]([O:23][C:2]2[C:7]([C:8]3[CH:13]=[CH:12][N:11]=[C:10]([NH:14][CH3:15])[N:9]=3)=[CH:6][CH:5]=[CH:4][N:3]=2)=[CH:19][CH:18]=1. (2) Given the reactants [CH3:1][N:2]1[CH2:7][CH2:6][N:5]([CH2:8][CH2:9][CH2:10][O:11][C:12]2[CH:17]=[CH:16][C:15]([N+:18]([O-])=O)=[C:14]([O:21][CH3:22])[CH:13]=2)[CH2:4][CH2:3]1, predict the reaction product. The product is: [CH3:22][O:21][C:14]1[CH:13]=[C:12]([O:11][CH2:10][CH2:9][CH2:8][N:5]2[CH2:6][CH2:7][N:2]([CH3:1])[CH2:3][CH2:4]2)[CH:17]=[CH:16][C:15]=1[NH2:18]. (3) Given the reactants [CH3:1][C:2]([C:4]1[CH:5]=[CH:6][C:7]([OH:11])=[CH:8][C:9]=1[OH:10])=O, predict the reaction product. The product is: [CH2:2]([C:4]1[CH:5]=[CH:6][C:7]([OH:11])=[CH:8][C:9]=1[OH:10])[CH3:1]. (4) Given the reactants [OH:1][C:2]1[CH:9]=[CH:8][C:5]([CH:6]=O)=[CH:4][CH:3]=1.[CH:10]([NH2:12])=[O:11].C(O)=O, predict the reaction product. The product is: [OH:1][C:2]1[CH:9]=[CH:8][C:5]([CH2:6][NH:12][CH:10]=[O:11])=[CH:4][CH:3]=1. (5) Given the reactants [CH3:1][O:2][CH2:3][C:4]([OH:6])=O.O.[Cl-].COC1N=C(OC)N=C([N+]2(C)CCOCC2)N=1.[Cl:26][C:27]1[CH:28]=[C:29]([NH:34][C:35]2[C:44]3[C:39](=[CH:40][C:41]([O:52][CH3:53])=[CH:42][C:43]=3[O:45][CH2:46][C@H:47]3[CH2:51][CH2:50][CH2:49][NH:48]3)[N:38]=[CH:37][N:36]=2)[CH:30]=[CH:31][C:32]=1[F:33], predict the reaction product. The product is: [Cl:26][C:27]1[CH:28]=[C:29]([NH:34][C:35]2[C:44]3[C:39](=[CH:40][C:41]([O:52][CH3:53])=[CH:42][C:43]=3[O:45][CH2:46][C@H:47]3[CH2:51][CH2:50][CH2:49][N:48]3[C:4](=[O:6])[CH2:3][O:2][CH3:1])[N:38]=[CH:37][N:36]=2)[CH:30]=[CH:31][C:32]=1[F:33]. (6) Given the reactants [C:1]1([N:7]2[CH2:12][CH2:11][N:10]([C:13]([C@@H:15]3[C@@H:20]([C:21]([O:23]C)=O)[CH2:19][C@H:18]([S:25][C:26]4[CH:31]=[CH:30][CH:29]=[CH:28][CH:27]=4)[CH2:17][N:16]3[C:32]([O:34][CH3:35])=[O:33])=[O:14])[CH2:9][CH2:8]2)[CH:6]=[CH:5][CH:4]=[CH:3][CH:2]=1.O1CCCC1.[OH:41][NH2:42].C[O-].[Na+].Cl, predict the reaction product. The product is: [OH:41][NH:42][C:21]([C@H:20]1[CH2:19][C@H:18]([S:25][C:26]2[CH:27]=[CH:28][CH:29]=[CH:30][CH:31]=2)[CH2:17][N:16]([C:32]([O:34][CH3:35])=[O:33])[C@@H:15]1[C:13]([N:10]1[CH2:9][CH2:8][N:7]([C:1]2[CH:6]=[CH:5][CH:4]=[CH:3][CH:2]=2)[CH2:12][CH2:11]1)=[O:14])=[O:23]. (7) Given the reactants C1C2C(C[O:15][C:16]([CH2:18][S:19]([NH:22][N:23]3[CH2:27][CH:26]([C:28]4[CH:33]=[CH:32][C:31]([CH:34]5[CH2:36][CH2:35]5)=[CH:30][CH:29]=4)[N:25]([CH2:37][CH2:38][C:39]4[CH:44]=[CH:43][C:42]([O:45][CH3:46])=[CH:41][CH:40]=4)[C:24]3=[O:47])(=[O:21])=[O:20])=[O:17])C3C(=CC=CC=3)C=2C=CC=1.CCCCCCC=CCCC, predict the reaction product. The product is: [CH:34]1([C:31]2[CH:32]=[CH:33][C:28]([CH:26]3[CH2:27][N:23]([NH:22][S:19]([CH2:18][C:16]([OH:17])=[O:15])(=[O:21])=[O:20])[C:24](=[O:47])[N:25]3[CH2:37][CH2:38][C:39]3[CH:40]=[CH:41][C:42]([O:45][CH3:46])=[CH:43][CH:44]=3)=[CH:29][CH:30]=2)[CH2:36][CH2:35]1.